This data is from Full USPTO retrosynthesis dataset with 1.9M reactions from patents (1976-2016). The task is: Predict the reactants needed to synthesize the given product. (1) Given the product [O:1]=[C:2]1[N:8]([CH:9]2[CH2:14][CH2:13][N:12]([C:15]([O:17][C@H:18]([CH2:40][C:41]3[CH:42]=[CH:43][C:44]([OH:47])=[CH:45][CH:46]=3)[C:19](=[O:20])[N:21]3[CH2:22][CH2:23][N:24]([CH:27]4[CH2:28][CH2:29][NH:30][CH2:31][CH2:32]4)[CH2:25][CH2:26]3)=[O:16])[CH2:11][CH2:10]2)[CH2:7][CH2:6][C:5]2[CH:48]=[CH:49][CH:50]=[CH:51][C:4]=2[NH:3]1, predict the reactants needed to synthesize it. The reactants are: [O:1]=[C:2]1[N:8]([CH:9]2[CH2:14][CH2:13][N:12]([C:15]([O:17][C@H:18]([CH2:40][C:41]3[CH:46]=[CH:45][C:44]([OH:47])=[CH:43][CH:42]=3)[C:19]([N:21]3[CH2:26][CH2:25][N:24]([CH:27]4[CH2:32][CH2:31][N:30](OC(C)(C)C)[C:29](=C=O)[CH2:28]4)[CH2:23][CH2:22]3)=[O:20])=[O:16])[CH2:11][CH2:10]2)[CH2:7][CH2:6][C:5]2[CH:48]=[CH:49][CH:50]=[CH:51][C:4]=2[NH:3]1. (2) Given the product [F:12][C:13]1[CH:14]=[CH:15][C:16]([C:17]([NH:32][C:33]2[C:34](=[O:39])[NH:35][CH:36]=[CH:37][CH:38]=2)=[O:19])=[CH:20][CH:21]=1, predict the reactants needed to synthesize it. The reactants are: CCN=C=NCCCN(C)C.[F:12][C:13]1[CH:21]=[CH:20][C:16]([C:17]([OH:19])=O)=[CH:15][CH:14]=1.C1C=CC2N(O)N=NC=2C=1.[NH2:32][C:33]1[C:34](=[O:39])[NH:35][CH:36]=[CH:37][CH:38]=1.CCN(CC)CC. (3) Given the product [O:81]([C:43]1[CH:42]=[C:29]([CH:28]=[CH:27][CH:26]=1)[CH2:30][NH:31][C:3]([C:5]1[CH:6]=[C:7]2[C:12](=[CH:13][CH:14]=1)[N:11]=[N:10][CH:9]=[CH:8]2)=[O:4])[C:54]1[CH:59]=[CH:58][CH:57]=[CH:56][CH:55]=1, predict the reactants needed to synthesize it. The reactants are: CO[C:3]([C:5]1[CH:6]=[C:7]2[C:12](=[CH:13][CH:14]=1)[N:11]=[N:10][CH:9]=[CH:8]2)=[O:4].[OH-].[Na+].Cl.N1C=CC=CC=1OC[C:26]1[CH:43]=[CH:42][C:29]([CH2:30][NH:31]C(C2C(N)=NC(N)=CN=2)=O)=[CH:28][CH:27]=1.F[P-](F)(F)(F)(F)F.N1(O[P+](N(C)C)(N(C)C)N(C)C)[C:55]2[CH:56]=[CH:57][CH:58]=[CH:59][C:54]=2N=N1.C(N(CC)CC)C.FC(F)(F)C(O)=[O:81]. (4) Given the product [CH3:1][O:2][C:3](=[O:45])[NH:4][C@@H:5]1[CH2:10][CH2:9][N:8]([C:11]2[CH:16]=[C:15]([C:17]#[N:18])[CH:14]=[C:13]([NH:19][C:20]3[N:25]=[C:24]([NH:26][CH2:27][CH3:28])[C:23]4=[N:38][CH:39]=[C:40]([C:41]#[N:42])[N:22]4[N:21]=3)[C:12]=2[F:43])[CH2:7][C@H:6]1[OH:44], predict the reactants needed to synthesize it. The reactants are: [CH3:1][O:2][C:3](=[O:45])[NH:4][C@@H:5]1[CH2:10][CH2:9][N:8]([C:11]2[CH:16]=[C:15]([C:17]#[N:18])[CH:14]=[C:13]([NH:19][C:20]3[N:25]=[C:24]([N:26](CC)[CH2:27][C:28]4C=CC(OC)=CC=4)[C:23]4=[N:38][CH:39]=[C:40]([C:41]#[N:42])[N:22]4[N:21]=3)[C:12]=2[F:43])[CH2:7][C@H:6]1[OH:44].C1(OC)C=CC=CC=1.C(O)(C(F)(F)F)=O. (5) Given the product [F:34][C:11]1[C:10]([F:35])=[C:9]([O:8][C:6]2[CH:5]=[CH:4][N:3]=[C:2]([NH:41][C:40]3[CH:42]=[C:43]([O:45][CH2:46][CH2:47][N:48]4[CH2:53][CH2:52][O:51][CH2:50][CH2:49]4)[CH:44]=[C:38]([O:37][CH3:36])[CH:39]=3)[N:7]=2)[CH:14]=[CH:13][C:12]=1[NH:15][C:16]([NH:18][C:19]1[N:23]([C:24]2[CH:29]=[CH:28][C:27]([CH3:30])=[CH:26][CH:25]=2)[N:22]=[C:21]([CH:31]([CH3:33])[CH3:32])[CH:20]=1)=[O:17], predict the reactants needed to synthesize it. The reactants are: Cl[C:2]1[N:7]=[C:6]([O:8][C:9]2[CH:14]=[CH:13][C:12]([NH:15][C:16]([NH:18][C:19]3[N:23]([C:24]4[CH:29]=[CH:28][C:27]([CH3:30])=[CH:26][CH:25]=4)[N:22]=[C:21]([CH:31]([CH3:33])[CH3:32])[CH:20]=3)=[O:17])=[C:11]([F:34])[C:10]=2[F:35])[CH:5]=[CH:4][N:3]=1.[CH3:36][O:37][C:38]1[CH:39]=[C:40]([CH:42]=[C:43]([O:45][CH2:46][CH2:47][N:48]2[CH2:53][CH2:52][O:51][CH2:50][CH2:49]2)[CH:44]=1)[NH2:41]. (6) Given the product [Cl:15][CH2:11][C:4]1[C:3]([CH2:1][CH3:2])=[CH:8][CH:7]=[CH:6][C:5]=1[CH2:9][CH3:10], predict the reactants needed to synthesize it. The reactants are: [CH2:1]([C:3]1[CH:8]=[CH:7][CH:6]=[C:5]([CH2:9][CH3:10])[C:4]=1[CH2:11]O)[CH3:2].O=S(Cl)[Cl:15]. (7) The reactants are: [NH2:1][C:2]1[CH:3]=[N:4][C:5]([N:8]2[CH2:13][CH2:12][O:11][CH2:10][CH2:9]2)=[CH:6][CH:7]=1.C(N(CC)CC)C.[Cl-].ClC1N(C)CC[NH+]1C.[CH3:30][O:31][C:32]1[C:33](=[O:56])[C:34]([CH3:55])=[C:35]([CH2:41][C:42]2[CH:43]=[CH:44][C:45]([O:51][C:52](=[O:54])[CH3:53])=[C:46]([CH:50]=2)[C:47](O)=[O:48])[C:36](=[O:40])[C:37]=1[O:38][CH3:39]. Given the product [O:11]1[CH2:10][CH2:9][N:8]([C:5]2[N:4]=[CH:3][C:2]([NH:1][C:47](=[O:48])[C:46]3[CH:50]=[C:42]([CH2:41][C:35]4[C:36](=[O:40])[C:37]([O:38][CH3:39])=[C:32]([O:31][CH3:30])[C:33](=[O:56])[C:34]=4[CH3:55])[CH:43]=[CH:44][C:45]=3[O:51][C:52](=[O:54])[CH3:53])=[CH:7][CH:6]=2)[CH2:13][CH2:12]1, predict the reactants needed to synthesize it.